From a dataset of Catalyst prediction with 721,799 reactions and 888 catalyst types from USPTO. Predict which catalyst facilitates the given reaction. Reactant: [Cl:1][C:2]1[CH:7]=[CH:6][C:5]([Cl:8])=[CH:4][C:3]=1[C:9]1[C:13]([NH2:14])=[CH:12][N:11]([CH3:15])[N:10]=1.C(N(CC)CC)C.[Cl:23][C:24]1[CH:29]=[CH:28][N:27]2[N:30]=[CH:31][C:32]([C:33](Cl)=[O:34])=[C:26]2[N:25]=1. Product: [Cl:23][C:24]1[CH:29]=[CH:28][N:27]2[N:30]=[CH:31][C:32]([C:33]([NH:14][C:13]3[C:9]([C:3]4[CH:4]=[C:5]([Cl:8])[CH:6]=[CH:7][C:2]=4[Cl:1])=[N:10][N:11]([CH3:15])[CH:12]=3)=[O:34])=[C:26]2[N:25]=1. The catalyst class is: 4.